Task: Predict which catalyst facilitates the given reaction.. Dataset: Catalyst prediction with 721,799 reactions and 888 catalyst types from USPTO (1) Reactant: C(OC([N:8]1[CH2:13][CH2:12][N:11]([C:14](=[O:39])[C:15]2[CH:20]=[CH:19][C:18]([C:21]3[CH:22]=[C:23]4[C:29]([C:30]5[CH:35]=[CH:34][C:33]([C:36](=[O:38])[NH2:37])=[CH:32][CH:31]=5)=[CH:28][NH:27][C:24]4=[N:25][CH:26]=3)=[CH:17][CH:16]=2)[CH2:10][CH2:9]1)=O)(C)(C)C.[ClH:40]. Product: [ClH:40].[N:11]1([C:14]([C:15]2[CH:20]=[CH:19][C:18]([C:21]3[CH:22]=[C:23]4[C:29]([C:30]5[CH:31]=[CH:32][C:33]([C:36]([NH2:37])=[O:38])=[CH:34][CH:35]=5)=[CH:28][NH:27][C:24]4=[N:25][CH:26]=3)=[CH:17][CH:16]=2)=[O:39])[CH2:10][CH2:9][NH:8][CH2:13][CH2:12]1. The catalyst class is: 71. (2) Reactant: [CH3:1][O:2][C:3]([C:5]1[S:6][C:7]([C:11]2[CH2:16][CH2:15][CH2:14][CH2:13][CH:12]=2)=[CH:8][C:9]=1[NH2:10])=[O:4].[O:17]=[C:18]1[N:26]2[CH:21]([CH2:22][C:23](=O)[CH2:24][CH2:25]2)[CH2:20][CH2:19]1.C([Sn](Cl)(Cl)CCCC)CCC.C1([SiH3])C=CC=CC=1. Product: [CH3:1][O:2][C:3]([C:5]1[S:6][C:7]([C:11]2[CH2:16][CH2:15][CH2:14][CH2:13][CH:12]=2)=[CH:8][C:9]=1[NH:10][CH:23]1[CH2:22][CH:21]2[N:26]([C:18](=[O:17])[CH2:19][CH2:20]2)[CH2:25][CH2:24]1)=[O:4]. The catalyst class is: 1. (3) Reactant: [Cl:1][C:2]1[CH:7]=[C:6]([C:8]([F:11])([F:10])[F:9])[CH:5]=[CH:4][C:3]=1[N:12]1[C:16]([CH3:17])=[C:15]([C:18]2[CH:23]=[CH:22][C:21]([O:24][CH3:25])=[CH:20][CH:19]=2)[N:14]=[N:13]1.[Br:26]N1C(=O)CCC1=O.C(OOC(=O)C1C=CC=CC=1)(=O)C1C=CC=CC=1. Product: [Br:26][CH2:17][C:16]1[N:12]([C:3]2[CH:4]=[CH:5][C:6]([C:8]([F:9])([F:10])[F:11])=[CH:7][C:2]=2[Cl:1])[N:13]=[N:14][C:15]=1[C:18]1[CH:19]=[CH:20][C:21]([O:24][CH3:25])=[CH:22][CH:23]=1. The catalyst class is: 53. (4) Reactant: [CH:1]1([C:4]2[O:5][C:6]3[C:12]([C:13]([O:15]C)=[O:14])=[CH:11][C:10]4[N:17]=[C:18]([NH:20][C:21]5[C:26]([Cl:27])=[CH:25][CH:24]=[CH:23][C:22]=5[Cl:28])[NH:19][C:9]=4[C:7]=3[N:8]=2)[CH2:3][CH2:2]1.[OH-].[Na+]. Product: [CH:1]1([C:4]2[O:5][C:6]3[C:12]([C:13]([OH:15])=[O:14])=[CH:11][C:10]4[N:17]=[C:18]([NH:20][C:21]5[C:26]([Cl:27])=[CH:25][CH:24]=[CH:23][C:22]=5[Cl:28])[NH:19][C:9]=4[C:7]=3[N:8]=2)[CH2:2][CH2:3]1. The catalyst class is: 5. (5) Reactant: [O:1]([CH2:8][C:9]([N:11]1[CH2:16][CH2:15][C:14]2[NH:17][N:18]=[C:19]([C:20]3[CH:25]=[CH:24][CH:23]=[CH:22][CH:21]=3)[C:13]=2[CH2:12]1)=[O:10])[C:2]1[CH:7]=[CH:6][CH:5]=[CH:4][CH:3]=1.[H-].[Na+].Br[CH2:29][CH:30]=[CH2:31]. Product: [CH2:31]([N:17]1[C:14]2[CH2:15][CH2:16][N:11]([C:9](=[O:10])[CH2:8][O:1][C:2]3[CH:7]=[CH:6][CH:5]=[CH:4][CH:3]=3)[CH2:12][C:13]=2[C:19]([C:20]2[CH:25]=[CH:24][CH:23]=[CH:22][CH:21]=2)=[N:18]1)[CH:30]=[CH2:29].[CH2:31]([N:18]1[C:19]([C:20]2[CH:25]=[CH:24][CH:23]=[CH:22][CH:21]=2)=[C:13]2[CH2:12][N:11]([C:9](=[O:10])[CH2:8][O:1][C:2]3[CH:7]=[CH:6][CH:5]=[CH:4][CH:3]=3)[CH2:16][CH2:15][C:14]2=[N:17]1)[CH:30]=[CH2:29]. The catalyst class is: 3.